This data is from Experimentally validated miRNA-target interactions with 360,000+ pairs, plus equal number of negative samples. The task is: Binary Classification. Given a miRNA mature sequence and a target amino acid sequence, predict their likelihood of interaction. (1) The miRNA is hsa-miR-518f-3p with sequence GAAAGCGCUUCUCUUUAGAGG. The protein sequence of the target gene is MGKLSPCTGRSRPGGPGPQLPLLLLLLQLLLLLLSPARASGATQPPHVVFVLADDLGWNDLGFHGSVIRTPHLDALAAGGVVLDNYYVQPLCTPSRSQLLTGRYQIHLGLQHYLIMTCQPSCVPLDEKLLPQLLKEAGYATHMVGKWHLGMYRKECLPTRRGFDTYFGYLLGSEDYYTHEACAPIESLNGTRCALDLRDGEEPAKEYNNIYSTNIFTKRATTVIANHPPEKPLFLYLAFQSVHDPLQVPEEYMEPYGFIQDKHRRIYAGMVSLMDEAVGNVTKALKSHGLWNNTVFIFST.... Result: 0 (no interaction). (2) The miRNA is hsa-miR-548k with sequence AAAAGUACUUGCGGAUUUUGCU. The protein sequence of the target gene is MNAAASSYPMASLYVGDLHSDVTEAMLYEKFSPAGPVLSIRVCRDMITRRSLGYAYVNFQQPADAERALDTMNFDVIKGKPIRIMWSQRDPSLRKSGVGNVFIKNLDKSIDNKALYDTFSAFGNILSCKVVCDENGSKGYAFVHFETQEAADKAIEKMNGMLLNDRKVFVGRFKSRKEREAELGAKAKEFTNVYIKNFGEEVDDESLKELFSQFGKTLSVKVMRDPNGKSKGFGFVSYEKHEDANKAVEEMNGKEISGKIIFVGRAQKKVERQAELKRKFEQLKQERISRYQGVNLYIKN.... Result: 0 (no interaction). (3) The miRNA is hsa-miR-423-3p with sequence AGCUCGGUCUGAGGCCCCUCAGU. The protein sequence of the target gene is MSGFENLNTDFYQTSYSIDDQSQQSYDYGGSGGPYSKQYAGYDYSQQGRFVPPDMMQPQQPYTGQIYQPTQAYTPASPQPFYGNNFEDEPPLLEELGINFDHIWQKTLTVLHPLKVADGSIMNETDLAGPMVFCLAFGATLLLAGKIQFGYVYGISAIGCLGMFCLLNLMSMTGVSFGCVASVLGYCLLPMILLSSFAVIFSLQGMVGIILTAGIIGWCSFSASKIFISALAMEGQQLLVAYPCALLYGVFALISVF. Result: 1 (interaction). (4) The miRNA is mmu-miR-25-3p with sequence CAUUGCACUUGUCUCGGUCUGA. The protein sequence of the target gene is MASASSSRAGVALPFEKSQLTLKVVSAKPKVHNRQPRINSYVEVAVDGLPSETKKTGKRIGSSELLWNEIIVLNVTAQSHLDLKVWSCHTLRNELLGTASVNLSNVLKNNGGKMENTQLTLNLQTENKGSVVSGGELTIFLDGPTVDLGSVPNGSAVTDGSQPPSRESSGTAIAPETRHQPPSTNCFGGRSRTHRHSGGSARTATAASEQSPGARNRHRQPVKNSSSSGLANGTVNEEPTPASEPEESSVVGVTSLPAAALSVSSNPNTTSLPAQSTPAEGEEASTSGTQQLPAAAQAPD.... Result: 1 (interaction). (5) Result: 0 (no interaction). The miRNA is hsa-miR-8073 with sequence ACCUGGCAGCAGGGAGCGUCGU. The protein sequence of the target gene is MPGGLLLGDEAPNFEANTTIGRIRFHDFLGDSWGILFSHPRDFTPVCTTELGRAAKLAPEFAKRNVKLIALSIDSVEDHLAWSKDINAYNGETPTEKLPFPIIDDKGRDLAILLGMLDPVEKDDNNMPVTARVVFIFGPDKKLKLSILYPATTGRNFDEILRVVDSLQLTGTKPVATPVDWKKGESVMVVPTLSEEEAKQCFPKGVFTKELPSGKKYLRYTPQP. (6) The miRNA is hsa-miR-25-5p with sequence AGGCGGAGACUUGGGCAAUUG. The protein sequence of the target gene is MLPAAMKGLGLALLAVLLCSAPAHGLWCQDCTLTTNSSHCTPKQCQPSDTVCASVRITDPSSSRKDHSVNKMCASSCDFVKRHFFSDYLMGFINSGILKVDVDCCEKDLCNGAAGAGHSPWALAGGLLLSLGPALLWAGP. Result: 1 (interaction).